Task: Predict the product of the given reaction.. Dataset: Forward reaction prediction with 1.9M reactions from USPTO patents (1976-2016) Given the reactants CC1CCCN(C2OC(C(NC3C=CC(C4C=CC(C(O)=O)=CC=4)=CC=3)=O)=C(C(F)(F)F)N=2)C1.[CH3:35][CH:36]1[CH2:41][CH2:40][CH2:39][N:38]([C:42]2[O:43][C:44]([C:51]([NH:53][C:54]3[CH:59]=[CH:58][C:57]([C:60]4[C:61]([C:66]([N:68]5[CH2:72][CH2:71][CH2:70][C@H:69]5[C:73]([O:75]C)=[O:74])=[O:67])=[CH:62][CH:63]=[CH:64][CH:65]=4)=[CH:56][CH:55]=3)=[O:52])=[C:45]([C:47]([F:50])([F:49])[F:48])[N:46]=2)[CH2:37]1, predict the reaction product. The product is: [CH3:35][CH:36]1[CH2:41][CH2:40][CH2:39][N:38]([C:42]2[O:43][C:44]([C:51]([NH:53][C:54]3[CH:55]=[CH:56][C:57]([C:60]4[C:61]([C:66]([N:68]5[CH2:72][CH2:71][CH2:70][C@H:69]5[C:73]([OH:75])=[O:74])=[O:67])=[CH:62][CH:63]=[CH:64][CH:65]=4)=[CH:58][CH:59]=3)=[O:52])=[C:45]([C:47]([F:50])([F:48])[F:49])[N:46]=2)[CH2:37]1.